From a dataset of Forward reaction prediction with 1.9M reactions from USPTO patents (1976-2016). Predict the product of the given reaction. (1) Given the reactants [F:1][C:2]1[CH:3]=[C:4]2[C:8](=[CH:9][CH:10]=1)[NH:7][N:6]=[C:5]2[C:11](OC)=[O:12].[H-].C([Al+]CC(C)C)C(C)C.C1(C)C=CC=CC=1.S([O-])([O-])(=O)=O.[Na+].[Na+], predict the reaction product. The product is: [F:1][C:2]1[CH:3]=[C:4]2[C:8](=[CH:9][CH:10]=1)[NH:7][N:6]=[C:5]2[CH2:11][OH:12]. (2) Given the reactants [C:1]1(/[CH:7]=[CH:8]/[C:9]2[CH:10]=[CH:11][C:12]([NH:18][C:19](=[O:21])[CH3:20])=[C:13]([CH:17]=2)[C:14]([OH:16])=[O:15])[CH:6]=[CH:5][CH:4]=[CH:3][CH:2]=1.[C:22](=O)([O-])[O-].[K+].[K+].CI, predict the reaction product. The product is: [C:1]1(/[CH:7]=[CH:8]/[C:9]2[CH:10]=[CH:11][C:12]([NH:18][C:19](=[O:21])[CH3:20])=[C:13]([CH:17]=2)[C:14]([O:16][CH3:22])=[O:15])[CH:2]=[CH:3][CH:4]=[CH:5][CH:6]=1. (3) Given the reactants [Br:1][C:2]1[N:7]=[C:6]2[NH:8][N:9]=[C:10]([C:11]3[CH:16]=[CH:15][CH:14]=[CH:13][CH:12]=3)[C:5]2=[C:4]([C:17]([F:20])([F:19])[F:18])[CH:3]=1.CI.[C:23](=O)([O-])[O-].[K+].[K+].O, predict the reaction product. The product is: [Br:1][C:2]1[CH:3]=[C:4]([C:17]([F:19])([F:20])[F:18])[C:5]2[C:6](=[N:8][N:9]([CH3:23])[C:10]=2[C:11]2[CH:16]=[CH:15][CH:14]=[CH:13][CH:12]=2)[N:7]=1. (4) Given the reactants [OH:1][C:2]1([C:9]2[CH:14]=[CH:13][CH:12]=[CH:11][CH:10]=2)[CH2:7][CH2:6][C:5](=O)[CH2:4][CH2:3]1.[F:15][CH2:16][C:17]1([NH:22][C:23](=[O:38])[CH2:24][C:25]2[C:33]([C:34]([F:37])([F:36])[F:35])=[CH:32][CH:31]=[CH:30][C:26]=2[C:27]([NH2:29])=[O:28])[CH2:21][CH2:20][NH:19][CH2:18]1.C(O[BH-](OC(=O)C)OC(=O)C)(=O)C.[Na+], predict the reaction product. The product is: [F:15][CH2:16][C:17]1([NH:22][C:23](=[O:38])[CH2:24][C:25]2[C:33]([C:34]([F:37])([F:35])[F:36])=[CH:32][CH:31]=[CH:30][C:26]=2[C:27]([NH2:29])=[O:28])[CH2:21][CH2:20][N:19]([CH:5]2[CH2:6][CH2:7][C:2]([OH:1])([C:9]3[CH:14]=[CH:13][CH:12]=[CH:11][CH:10]=3)[CH2:3][CH2:4]2)[CH2:18]1. (5) Given the reactants [C:1]([O:4][C:5]1[CH:10]=[CH:9][C:8]([CH2:11][CH:12]=[CH2:13])=[CH:7][C:6]=1[O:14][CH3:15])(=[O:3])[CH3:2].[CH3:16][O:17][SiH:18]([O:21][CH3:22])[O:19][CH3:20], predict the reaction product. The product is: [C:1]([O:4][C:5]1[CH:10]=[CH:9][C:8]([CH2:11][CH2:12][CH2:13][Si:18]([O:21][CH3:22])([O:19][CH3:20])[O:17][CH3:16])=[CH:7][C:6]=1[O:14][CH3:15])(=[O:3])[CH3:2]. (6) Given the reactants Br[C:2]1[CH:3]=[CH:4][C:5]2[O:6][CH2:7][CH2:8][N:9]([C:12]([O:14][C:15]([CH3:18])([CH3:17])[CH3:16])=[O:13])[C:10]=2[N:11]=1.[CH2:19](B1OC(C)(C)C(C)(C)O1)[CH:20]=[CH2:21].[F-].[Cs+], predict the reaction product. The product is: [CH2:21]([C:2]1[CH:3]=[CH:4][C:5]2[O:6][CH2:7][CH2:8][N:9]([C:12]([O:14][C:15]([CH3:18])([CH3:17])[CH3:16])=[O:13])[C:10]=2[N:11]=1)[CH:20]=[CH2:19]. (7) Given the reactants [Cl:1][C:2]1[C:3]([N:12]2[CH2:17][CH2:16][N:15]([CH2:18][C:19]3[CH:24]=[CH:23][C:22]([Cl:25])=[CH:21][CH:20]=3)[CH2:14][CH2:13]2)=[C:4]([N+:9]([O-])=O)[C:5]([NH2:8])=[N:6][CH:7]=1.[CH3:26][N:27]1[CH:31]=[C:30]([CH:32]=O)[C:29]([CH3:34])=[N:28]1.[O-]S(S([O-])=O)=O.[Na+].[Na+], predict the reaction product. The product is: [Cl:1][C:2]1[C:3]([N:12]2[CH2:17][CH2:16][N:15]([CH2:18][C:19]3[CH:24]=[CH:23][C:22]([Cl:25])=[CH:21][CH:20]=3)[CH2:14][CH2:13]2)=[C:4]2[N:9]=[C:32]([C:30]3[C:29]([CH3:34])=[N:28][N:27]([CH3:26])[CH:31]=3)[NH:8][C:5]2=[N:6][CH:7]=1.